From a dataset of Full USPTO retrosynthesis dataset with 1.9M reactions from patents (1976-2016). Predict the reactants needed to synthesize the given product. (1) Given the product [F:29][C:30]1[CH:35]=[CH:34][CH:33]=[CH:32][C:31]=1[C:36]1[N:39]=[C:26]([CH:11]2[CH2:12][CH:13]([C:15]3[CH:20]=[CH:19][C:18]([O:21][C:22]([F:23])([F:25])[F:24])=[CH:17][CH:16]=3)[CH2:14][N:9]([C:7]([N:1]3[CH2:2][CH2:3][O:4][CH2:5][CH2:6]3)=[O:8])[CH2:10]2)[O:27][N:37]=1, predict the reactants needed to synthesize it. The reactants are: [N:1]1([C:7]([N:9]2[CH2:14][CH:13]([C:15]3[CH:20]=[CH:19][C:18]([O:21][C:22]([F:25])([F:24])[F:23])=[CH:17][CH:16]=3)[CH2:12][CH:11]([C:26](O)=[O:27])[CH2:10]2)=[O:8])[CH2:6][CH2:5][O:4][CH2:3][CH2:2]1.[F:29][C:30]1[CH:35]=[CH:34][CH:33]=[CH:32][C:31]=1[C:36](=[NH:39])[NH:37]O. (2) Given the product [CH2:1]=[CH:2][C:3]1[CH2:23][S:22][C@@H:6]2[C@H:7]([NH:10][C:11](/[C:13](/[C:16]3[N:20]=[C:19]([NH2:21])[S:18][CH:17]=3)=[N:14]\[OH:15])=[O:12])[C:8](=[O:9])[N:5]2[C:4]=1[C:24]([OH:26])=[O:25].[OH2:28], predict the reactants needed to synthesize it. The reactants are: [CH2:1]=[CH:2][C:3]1[CH2:23][S:22][C@@H:6]2[C@H:7]([NH:10][C:11](/[C:13](/[C:16]3[N:20]=[C:19]([NH2:21])[S:18][CH:17]=3)=[N:14]\[OH:15])=[O:12])[C:8](=[O:9])[N:5]2[C:4]=1[C:24]([OH:26])=[O:25].C(=O)(O)[O-:28].[Na+].C. (3) Given the product [OH:2][C:3]1[CH:4]=[C:5]([C:23]2[CH:28]=[CH:27][CH:26]=[C:25]([C:29]([F:32])([F:31])[F:30])[CH:24]=2)[CH:6]=[C:7]([CH3:22])[C:8]=1[C:9]([N:11]1[CH2:12][CH2:13][CH:14]([N:17]2[CH2:18][CH2:19][CH2:20][CH2:21]2)[CH2:15][CH2:16]1)=[O:10], predict the reactants needed to synthesize it. The reactants are: C[O:2][C:3]1[CH:4]=[C:5]([C:23]2[CH:28]=[CH:27][CH:26]=[C:25]([C:29]([F:32])([F:31])[F:30])[CH:24]=2)[CH:6]=[C:7]([CH3:22])[C:8]=1[C:9]([N:11]1[CH2:16][CH2:15][CH:14]([N:17]2[CH2:21][CH2:20][CH2:19][CH2:18]2)[CH2:13][CH2:12]1)=[O:10].B(Br)(Br)Br.C(=O)([O-])O.[Na+].